Dataset: NCI-60 drug combinations with 297,098 pairs across 59 cell lines. Task: Regression. Given two drug SMILES strings and cell line genomic features, predict the synergy score measuring deviation from expected non-interaction effect. (1) Drug 1: CCCCCOC(=O)NC1=NC(=O)N(C=C1F)C2C(C(C(O2)C)O)O. Drug 2: CC1CCC2CC(C(=CC=CC=CC(CC(C(=O)C(C(C(=CC(C(=O)CC(OC(=O)C3CCCCN3C(=O)C(=O)C1(O2)O)C(C)CC4CCC(C(C4)OC)O)C)C)O)OC)C)C)C)OC. Cell line: SK-MEL-28. Synergy scores: CSS=16.5, Synergy_ZIP=-2.45, Synergy_Bliss=3.09, Synergy_Loewe=-4.12, Synergy_HSA=2.55. (2) Drug 1: CC12CCC(CC1=CCC3C2CCC4(C3CC=C4C5=CN=CC=C5)C)O. Drug 2: CN(C(=O)NC(C=O)C(C(C(CO)O)O)O)N=O. Cell line: COLO 205. Synergy scores: CSS=-0.647, Synergy_ZIP=0.604, Synergy_Bliss=-6.80, Synergy_Loewe=-9.39, Synergy_HSA=-10.6. (3) Drug 1: C1=NC2=C(N=C(N=C2N1C3C(C(C(O3)CO)O)O)F)N. Drug 2: CC=C1C(=O)NC(C(=O)OC2CC(=O)NC(C(=O)NC(CSSCCC=C2)C(=O)N1)C(C)C)C(C)C. Cell line: UO-31. Synergy scores: CSS=-0.362, Synergy_ZIP=-0.803, Synergy_Bliss=2.27, Synergy_Loewe=0.157, Synergy_HSA=0.195.